Dataset: Reaction yield outcomes from USPTO patents with 853,638 reactions. Task: Predict the reaction yield, written as a fraction of the theoretical maximum amount of product (1.0 means a 100% yield; for example, 0.34 means a 34% yield). (1) The reactants are [Cl:1][C:2]1[C:3]([N:7]2[CH2:12][CH2:11][NH:10][CH2:9][CH2:8]2)=[N:4][S:5][N:6]=1.C(N(CC)CC)C.[N:20]([C:23]1[CH:28]=[C:27]([C:29]([F:32])([F:31])[F:30])[CH:26]=[C:25]([C:33]([F:36])([F:35])[F:34])[CH:24]=1)=[C:21]=[O:22]. The catalyst is C(Cl)Cl.CCOC(C)=O. The product is [F:30][C:29]([F:31])([F:32])[C:27]1[CH:28]=[C:23]([NH:20][C:21]([N:10]2[CH2:9][CH2:8][N:7]([C:3]3[C:2]([Cl:1])=[N:6][S:5][N:4]=3)[CH2:12][CH2:11]2)=[O:22])[CH:24]=[C:25]([C:33]([F:36])([F:34])[F:35])[CH:26]=1. The yield is 0.790. (2) The reactants are C(O[C:6]([N:8]1[CH2:13][CH2:12][N:11](C2C(=O)N(CC(C)C)N=C(C3C=CC(C)=C(F)C=3)C=2C)[CH2:10][CH2:9]1)=O)(C)(C)C.[Cl:34][C:35]1[CH:40]=[CH:39][C:38]([CH2:41][CH2:42][N:43]2[C:48](=[O:49])[C:47]([CH2:50]OS(C)(=O)=O)=[CH:46][C:45]([C:56]3[CH:61]=[CH:60][C:59]([F:62])=[C:58]([CH3:63])[CH:57]=3)=[N:44]2)=[CH:37][CH:36]=1. No catalyst specified. The product is [Cl:34][C:35]1[CH:40]=[CH:39][C:38]([CH2:41][CH2:42][N:43]2[C:48](=[O:49])[C:47]([CH2:50][N:11]3[CH2:12][CH2:13][N:8]([CH3:6])[CH2:9][CH2:10]3)=[CH:46][C:45]([C:56]3[CH:61]=[CH:60][C:59]([F:62])=[C:58]([CH3:63])[CH:57]=3)=[N:44]2)=[CH:37][CH:36]=1. The yield is 0.452. (3) The reactants are [NH2:1][CH:2]([C:6]1[N:7]([CH2:17][C:18]2[CH:23]=[CH:22][CH:21]=[CH:20][CH:19]=2)[C:8](=[O:16])[C:9]2[C:14]([CH3:15])=[N:13][O:12][C:10]=2[N:11]=1)[CH:3]([CH3:5])[CH3:4].[C:24]([O:28][C:29](=[O:35])[NH:30][CH2:31][CH2:32][CH:33]=O)([CH3:27])([CH3:26])[CH3:25].C(O[BH-](OC(=O)C)OC(=O)C)(=O)C.[Na+]. The catalyst is C(Cl)Cl.C(O)(=O)C. The product is [C:24]([O:28][C:29](=[O:35])[NH:30][CH2:31][CH2:32][CH2:33][NH:1][CH:2]([C:6]1[N:7]([CH2:17][C:18]2[CH:19]=[CH:20][CH:21]=[CH:22][CH:23]=2)[C:8](=[O:16])[C:9]2[C:14]([CH3:15])=[N:13][O:12][C:10]=2[N:11]=1)[CH:3]([CH3:5])[CH3:4])([CH3:27])([CH3:26])[CH3:25]. The yield is 0.600. (4) The reactants are [C:1]([O:5][C:6]([N:8]1[CH2:37][CH2:36][C:11]2([NH:15][CH:14]([C:16]3[CH:21]=[CH:20][C:19]([CH:22]4[CH2:24][CH2:23]4)=[CH:18][CH:17]=3)[N:13]([CH2:25][CH2:26][C:27]3[CH:32]=[CH:31][C:30]([O:33][CH3:34])=[CH:29][CH:28]=3)[C:12]2=[O:35])[CH2:10][CH2:9]1)=[O:7])([CH3:4])([CH3:3])[CH3:2].[CH3:38]I. The catalyst is CN(C=O)C.CCOC(C)=O. The product is [C:1]([O:5][C:6]([N:8]1[CH2:37][CH2:36][C:11]2([N:15]([CH3:38])[CH:14]([C:16]3[CH:21]=[CH:20][C:19]([CH:22]4[CH2:24][CH2:23]4)=[CH:18][CH:17]=3)[N:13]([CH2:25][CH2:26][C:27]3[CH:32]=[CH:31][C:30]([O:33][CH3:34])=[CH:29][CH:28]=3)[C:12]2=[O:35])[CH2:10][CH2:9]1)=[O:7])([CH3:4])([CH3:2])[CH3:3]. The yield is 0.580. (5) The reactants are [C:1]([O:9][C@@H:10]1[C@@H:36]([O:37][C:38](=[O:45])[C:39]2[CH:44]=[CH:43][CH:42]=[CH:41][CH:40]=2)[CH2:35][C@@H:34]([CH2:46][O:47][C:48](=[O:55])[C:49]2[CH:54]=[CH:53][CH:52]=[CH:51][CH:50]=2)[O:33][C@H:11]1[O:12][C:13]1[CH:18]=[C:17]([CH2:19][O:20]C(=O)C)[CH:16]=[CH:15][C:14]=1[CH2:24][C:25]1[CH:30]=[CH:29][C:28]([CH2:31][CH3:32])=[CH:27][CH:26]=1)(=[O:8])[C:2]1[CH:7]=[CH:6][CH:5]=[CH:4][CH:3]=1.[OH-].[Na+].Cl.C(OCC)(=O)C. The catalyst is CO.O1CCOCC1. The product is [C:1]([O:9][C@@H:10]1[C@@H:36]([O:37][C:38](=[O:45])[C:39]2[CH:40]=[CH:41][CH:42]=[CH:43][CH:44]=2)[CH2:35][C@@H:34]([CH2:46][O:47][C:48](=[O:55])[C:49]2[CH:50]=[CH:51][CH:52]=[CH:53][CH:54]=2)[O:33][C@H:11]1[O:12][C:13]1[CH:18]=[C:17]([CH2:19][OH:20])[CH:16]=[CH:15][C:14]=1[CH2:24][C:25]1[CH:30]=[CH:29][C:28]([CH2:31][CH3:32])=[CH:27][CH:26]=1)(=[O:8])[C:2]1[CH:7]=[CH:6][CH:5]=[CH:4][CH:3]=1. The yield is 0.314. (6) The reactants are [Br:1][CH2:2][C:3]1[CH:4]=[C:5]([CH:9]=[CH:10][CH:11]=1)[C:6]([OH:8])=[O:7].[C:12]1([P:18]([C:25]2[CH:30]=[CH:29][CH:28]=[CH:27][CH:26]=2)[C:19]2[CH:24]=[CH:23][CH:22]=[CH:21][CH:20]=2)[CH:17]=[CH:16][CH:15]=[CH:14][CH:13]=1. The catalyst is C(#N)C. The product is [Br-:1].[C:6]([C:5]1[CH:4]=[C:3]([CH:11]=[CH:10][CH:9]=1)[CH2:2][P+:18]([C:19]1[CH:20]=[CH:21][CH:22]=[CH:23][CH:24]=1)([C:25]1[CH:30]=[CH:29][CH:28]=[CH:27][CH:26]=1)[C:12]1[CH:13]=[CH:14][CH:15]=[CH:16][CH:17]=1)([OH:8])=[O:7]. The yield is 0.823. (7) The reactants are [F:1][C:2]1[CH:3]=[C:4]([C:9]2[CH:21]=[CH:20][C:12]([C:13]([O:15]C(C)(C)C)=[O:14])=[CH:11][N:10]=2)[CH:5]=[C:6]([F:8])[CH:7]=1.FC1C=C(B(O)O)C=C(F)C=1.BrC1C=CC(C(OC(C)(C)C)=O)=CN=1. The catalyst is C1(P(C2C=CC=CC=2)C2C=CC=CC=2)C=CC=CC=1.C1(P(C2C=CC=CC=2)C2C=CC=CC=2)C=CC=CC=1.C1(P(C2C=CC=CC=2)C2C=CC=CC=2)C=CC=CC=1.C1(P(C2C=CC=CC=2)C2C=CC=CC=2)C=CC=CC=1.[Pd]. The product is [F:8][C:6]1[CH:5]=[C:4]([C:9]2[CH:21]=[CH:20][C:12]([C:13]([OH:15])=[O:14])=[CH:11][N:10]=2)[CH:3]=[C:2]([F:1])[CH:7]=1. The yield is 0.930. (8) The reactants are [OH:1][C:2]1[CH:15]=[CH:14][C:13]2[C:12](=[O:16])[C:11]3[C:6](=[CH:7][CH:8]=[C:9]([OH:17])[CH:10]=3)[C:5](=[O:18])[C:4]=2[CH:3]=1.C([O-])([O-])=O.[K+].[K+].Br[CH2:26][CH2:27][CH2:28][CH2:29][CH2:30][CH2:31][CH2:32][CH2:33][CH2:34][CH2:35][CH2:36][CH2:37][CH2:38][CH2:39][CH2:40][CH2:41][CH2:42][CH3:43]. The catalyst is C1(C)C=CC=CC=1. The product is [CH2:26]([O:1][C:2]1[CH:15]=[CH:14][C:13]2[C:12](=[O:16])[C:11]3[C:6](=[CH:7][CH:8]=[C:9]([O:17][CH2:43][CH2:42][CH2:41][CH2:40][CH2:39][CH2:38][CH2:37][CH2:36][CH2:35][CH2:34][CH2:33][CH2:32][CH2:31][CH2:30][CH2:29][CH2:28][CH2:27][CH3:26])[CH:10]=3)[C:5](=[O:18])[C:4]=2[CH:3]=1)[CH2:27][CH2:28][CH2:29][CH2:30][CH2:31][CH2:32][CH2:33][CH2:34][CH2:35][CH2:36][CH2:37][CH2:38][CH2:39][CH2:40][CH2:41][CH2:42][CH3:43]. The yield is 0.710. (9) No catalyst specified. The reactants are [O:1]=[C:2]1[C:7]2[NH:8][C:9]3[CH:10]=[CH:11][CH:12]=[CH:13][C:14]=3[C:6]=2[N:5]=[C:4]([S:15][CH2:16][C:17]([OH:19])=O)[N:3]1[C:20]1[CH:25]=[CH:24][CH:23]=[CH:22][CH:21]=1.[NH2:26][CH:27]([CH2:30][CH3:31])[CH2:28][CH3:29].C(N(CC)CC)C.CN(C(ON1N=NC2C=CC=NC1=2)=[N+](C)C)C.F[P-](F)(F)(F)(F)F. The product is [O:1]=[C:2]1[C:7]2[NH:8][C:9]3[CH:10]=[CH:11][CH:12]=[CH:13][C:14]=3[C:6]=2[N:5]=[C:4]([S:15][CH2:16][C:17]([NH:26][CH:27]([CH2:30][CH3:31])[CH2:28][CH3:29])=[O:19])[N:3]1[C:20]1[CH:25]=[CH:24][CH:23]=[CH:22][CH:21]=1. The yield is 0.650. (10) The reactants are C[O:2][C:3](=[O:40])[C:4]1[CH:9]=[CH:8][C:7]([N:10]([CH2:12][CH2:13][C:14]2[C:22]3[C:17](=[CH:18][CH:19]=[C:20]([Cl:23])[CH:21]=3)[N:16]([CH:24]([C:31]3[CH:36]=[CH:35][CH:34]=[CH:33][CH:32]=3)[C:25]3[CH:30]=[CH:29][CH:28]=[CH:27][CH:26]=3)[C:15]=2[CH2:37][CH2:38][NH2:39])[CH3:11])=[CH:6][CH:5]=1.[C:41]1([CH2:47][S:48](Cl)(=[O:50])=[O:49])[CH:46]=[CH:45][CH:44]=[CH:43][CH:42]=1. No catalyst specified. The product is [CH:24]([N:16]1[C:17]2[C:22](=[CH:21][C:20]([Cl:23])=[CH:19][CH:18]=2)[C:14]([CH2:13][CH2:12][N:10]([CH3:11])[C:7]2[CH:6]=[CH:5][C:4]([C:3]([OH:2])=[O:40])=[CH:9][CH:8]=2)=[C:15]1[CH2:37][CH2:38][NH:39][S:48]([CH2:47][C:41]1[CH:46]=[CH:45][CH:44]=[CH:43][CH:42]=1)(=[O:50])=[O:49])([C:31]1[CH:32]=[CH:33][CH:34]=[CH:35][CH:36]=1)[C:25]1[CH:26]=[CH:27][CH:28]=[CH:29][CH:30]=1. The yield is 0.830.